Task: Predict the product of the given reaction.. Dataset: Forward reaction prediction with 1.9M reactions from USPTO patents (1976-2016) (1) The product is: [Br:13][C:10]1[CH:11]=[CH:12][C:7]([C@H:29]([NH:28][C@@H:23]([CH2:24][CH2:25][CH3:27])[CH:22]([CH3:2])[OH:21])[C:30]([F:31])([F:32])[F:33])=[CH:8][CH:9]=1. Given the reactants [Li][CH2:2]CCC.Br[C:7]1[CH:12]=[CH:11][C:10]([Br:13])=[CH:9][CH:8]=1.[Si]([O:21][CH2:22][C@@H:23](/[N:28]=[CH:29]/[C:30]([F:33])([F:32])[F:31])[CH2:24][CH:25]([CH3:27])C)(C(C)(C)C)(C)C.[Cl-].[NH4+].[F-].C([NH3+])(C)(C)C, predict the reaction product. (2) Given the reactants [NH2:1][C:2]1[C:7]([F:8])=[C:6]([C:9]2[CH:14]=[CH:13][C:12]([Cl:15])=[C:11]([O:16][CH3:17])[C:10]=2[F:18])[N:5]=[C:4]([C:19]([O:21][CH3:22])=[O:20])[CH:3]=1.[Cl:23]N1C(C)(C)C(=O)N(Cl)C1=O, predict the reaction product. The product is: [NH2:1][C:2]1[C:7]([F:8])=[C:6]([C:9]2[CH:14]=[CH:13][C:12]([Cl:15])=[C:11]([O:16][CH3:17])[C:10]=2[F:18])[N:5]=[C:4]([C:19]([O:21][CH3:22])=[O:20])[C:3]=1[Cl:23].